Dataset: HIV replication inhibition screening data with 41,000+ compounds from the AIDS Antiviral Screen. Task: Binary Classification. Given a drug SMILES string, predict its activity (active/inactive) in a high-throughput screening assay against a specified biological target. (1) The molecule is CC(C)OP(=S)(NC(=S)c1ccccc1)OC(C)C.[NaH]. The result is 0 (inactive). (2) The molecule is C(=Nc1cnc2ccccc2c1)c1ccnc2ccccc12. The result is 0 (inactive). (3) The molecule is O=C1CC(C(OCc2ccccc2)C(OCc2ccccc2)C(COCc2ccccc2)OCc2ccccc2)CC(=O)N1. The result is 0 (inactive). (4) The molecule is N#CC(C(=O)C(=O)Nc1c(Cl)cccc1Cl)c1ccccc1. The result is 0 (inactive). (5) The molecule is O=S1(=O)OCCCCO1. The result is 0 (inactive). (6) The drug is COc1ccc(CCn2nccc2C)cc1.Cl. The result is 0 (inactive).